From a dataset of Catalyst prediction with 721,799 reactions and 888 catalyst types from USPTO. Predict which catalyst facilitates the given reaction. (1) Product: [F:11][C:5]1[CH:6]=[C:7]([C:8](=[O:10])[CH3:9])[CH:2]=[N:3][C:4]=1[O:12][CH2:13][C:14]([F:15])([F:16])[F:17]. The catalyst class is: 29. Reactant: Cl[C:2]1[C:7]([C:8](=[O:10])[CH3:9])=[CH:6][C:5]([F:11])=[C:4]([O:12][CH2:13][C:14]([F:17])([F:16])[F:15])[N:3]=1.C(N(CC)CC)C.[H][H]. (2) The catalyst class is: 46. Product: [C:4]([CH:3]([O:2][CH3:1])[CH2:6][C@H:7]1[CH2:18][CH2:17][C:16]2[S:15][C:14]3[N:13]=[CH:12][N:11]=[C:10]([O:19][CH:20]4[CH2:25][CH2:24][CH:23]([N:26]([CH3:27])[C:36](=[O:37])[O:38][C:39]([CH3:40])([CH3:41])[CH3:42])[CH2:22][CH2:21]4)[C:9]=3[C:8]1=2)#[N:5]. Reactant: [CH3:1][O:2][CH:3]([CH2:6][C@H:7]1[CH2:18][CH2:17][C:16]2[S:15][C:14]3[N:13]=[CH:12][N:11]=[C:10]([O:19][CH:20]4[CH2:25][CH2:24][CH:23]([NH:26][CH3:27])[CH2:22][CH2:21]4)[C:9]=3[C:8]1=2)[C:4]#[N:5].[C:36](O[C:36]([O:38][C:39]([CH3:42])([CH3:41])[CH3:40])=[O:37])([O:38][C:39]([CH3:42])([CH3:41])[CH3:40])=[O:37]. (3) Reactant: Br[CH:2]([C:10]1[CH:15]=[CH:14][N:13]=[C:12]([S:16][CH3:17])[N:11]=1)[CH:3](OCC)OCC.[N:18]1[CH:23]=[CH:22][CH:21]=[CH:20][C:19]=1[NH:24][C:25]([NH2:27])=[S:26].O.C1(C)C=CC(S(O)(=O)=O)=CC=1. Product: [CH3:17][S:16][C:12]1[N:11]=[C:10]([C:2]2[S:26][C:25]([NH:24][C:19]3[CH:20]=[CH:21][CH:22]=[CH:23][N:18]=3)=[N:27][CH:3]=2)[CH:15]=[CH:14][N:13]=1. The catalyst class is: 88. (4) Reactant: [C:1]([C:5]1[CH:6]=[C:7]([NH:17][C:18](=[O:40])[C:19]([C:21]2[C:30]3[C:25](=[CH:26][CH:27]=[CH:28][CH:29]=3)[C:24]([O:31][CH2:32][CH2:33][N:34]3[CH2:39][CH2:38][O:37][CH2:36][CH2:35]3)=[CH:23][CH:22]=2)=O)[N:8]([C:10]2[CH:15]=[CH:14][C:13]([CH3:16])=[CH:12][CH:11]=2)[N:9]=1)([CH3:4])([CH3:3])[CH3:2].Cl.[NH2:42][OH:43].N1C=CC=CC=1. Product: [C:1]([C:5]1[CH:6]=[C:7]([NH:17][C:18](=[O:40])[C:19](=[N:42][OH:43])[C:21]2[C:30]3[C:25](=[CH:26][CH:27]=[CH:28][CH:29]=3)[C:24]([O:31][CH2:32][CH2:33][N:34]3[CH2:35][CH2:36][O:37][CH2:38][CH2:39]3)=[CH:23][CH:22]=2)[N:8]([C:10]2[CH:15]=[CH:14][C:13]([CH3:16])=[CH:12][CH:11]=2)[N:9]=1)([CH3:3])([CH3:2])[CH3:4]. The catalyst class is: 14. (5) Reactant: [C:1]([O:5]C(=O)[NH:7][CH:8]1[CH:25]([C:26]([N:28]2[CH2:32][CH2:31][CH2:30][CH2:29]2)=[O:27])[CH2:24][N:11]2[CH2:12][CH2:13][C:14]3[C:19]([CH:10]2[CH2:9]1)=[CH:18][C:17]([O:20][CH3:21])=[C:16]([O:22][CH3:23])[CH:15]=3)(C)(C)C.[CH2:34]([Cl:36])[Cl:35].C[OH:38].[NH4+].[OH-]. Product: [CH2:34]([Cl:36])[Cl:35].[CH3:1][OH:5].[NH4+:7].[OH-:38].[NH2:7][CH:8]1[CH:25]([C:26]([N:28]2[CH2:29][CH2:30][CH2:31][CH2:32]2)=[O:27])[CH2:24][N:11]2[CH2:12][CH2:13][C:14]3[C:19]([CH:10]2[CH2:9]1)=[CH:18][C:17]([O:20][CH3:21])=[C:16]([O:22][CH3:23])[CH:15]=3. The catalyst class is: 33. (6) Product: [CH3:6][C:7]1[N:8]=[C:9]([C:15](=[O:17])[CH3:16])[S:10][CH:11]=1. The catalyst class is: 28. Reactant: [Li]CCCC.[CH3:6][C:7]1[N:8]=[CH:9][S:10][CH:11]=1.CON(C)[C:15](=[O:17])[CH3:16]. (7) Reactant: [Br:1][C:2]1[CH:24]=[C:23]([C:25]([NH:27][CH2:28][C:29]2[CH:34]=[CH:33][CH:32]=[C:31]([OH:35])[CH:30]=2)=[O:26])[CH:22]=[CH:21][C:3]=1[C:4]([NH:6][C@H:7]([C:17]([O:19]C)=[O:18])[CH2:8][NH:9][C:10]([C:12]1[S:13][CH:14]=[CH:15][CH:16]=1)=[O:11])=[O:5].[OH-].[Na+]. Product: [Br:1][C:2]1[CH:24]=[C:23]([C:25]([NH:27][CH2:28][C:29]2[CH:34]=[CH:33][CH:32]=[C:31]([OH:35])[CH:30]=2)=[O:26])[CH:22]=[CH:21][C:3]=1[C:4]([NH:6][C@H:7]([C:17]([OH:19])=[O:18])[CH2:8][NH:9][C:10]([C:12]1[S:13][CH:14]=[CH:15][CH:16]=1)=[O:11])=[O:5]. The catalyst class is: 138. (8) Reactant: [CH2:1]([N:3]1[CH2:7][CH2:6][CH2:5][C@H:4]1[C:8]([O:10]CC1C=CC=CC=1)=[O:9])[CH3:2]. Product: [CH2:1]([N:3]1[CH2:7][CH2:6][CH2:5][C@H:4]1[C:8]([OH:10])=[O:9])[CH3:2]. The catalyst class is: 45.